From a dataset of Peptide-MHC class II binding affinity with 134,281 pairs from IEDB. Regression. Given a peptide amino acid sequence and an MHC pseudo amino acid sequence, predict their binding affinity value. This is MHC class II binding data. (1) The peptide sequence is LRNVACQEAVKLKLI. The MHC is DRB1_0802 with pseudo-sequence DRB1_0802. The binding affinity (normalized) is 0.283. (2) The binding affinity (normalized) is 0.226. The peptide sequence is AWMSAAAAQAEQAAT. The MHC is HLA-DQA10301-DQB10302 with pseudo-sequence HLA-DQA10301-DQB10302. (3) The peptide sequence is NSVVQALTSLGLLYT. The MHC is DRB1_0901 with pseudo-sequence DRB1_0901. The binding affinity (normalized) is 0.867. (4) The binding affinity (normalized) is 0.597. The peptide sequence is TLVLKMLHSSSLTSL. The MHC is DRB1_1501 with pseudo-sequence DRB1_1501. (5) The peptide sequence is KKIEGVHGGTWVSATLE. The MHC is DRB3_0101 with pseudo-sequence DRB3_0101. The binding affinity (normalized) is 0. (6) The peptide sequence is RMLEPTRVVNWEVII. The MHC is HLA-DQA10102-DQB10501 with pseudo-sequence HLA-DQA10102-DQB10501. The binding affinity (normalized) is 0.520. (7) The peptide sequence is NDKFTVFEGAFNKAI. The MHC is DRB1_1602 with pseudo-sequence DRB1_1602. The binding affinity (normalized) is 0.676.